Dataset: Full USPTO retrosynthesis dataset with 1.9M reactions from patents (1976-2016). Task: Predict the reactants needed to synthesize the given product. (1) Given the product [NH2:8][CH:9]([C:17](=[N:24][OH:25])[C:18]1[CH:19]=[CH:20][N:21]=[CH:22][CH:23]=1)[C:10]([N:12]1[CH2:13][CH2:14][CH2:15][CH2:16]1)=[O:11], predict the reactants needed to synthesize it. The reactants are: C(OC([NH:8][CH:9]([C:17](=[N:24][OH:25])[C:18]1[CH:23]=[CH:22][N:21]=[CH:20][CH:19]=1)[C:10]([N:12]1[CH2:16][CH2:15][CH2:14][CH2:13]1)=[O:11])=O)(C)(C)C.Cl. (2) Given the product [CH2:14]([O:13][C:12]1[C:11](=[O:21])[N:10]=[C:9]([CH2:22][C:23]2([C:28]3[CH:33]=[CH:32][CH:31]=[CH:30][CH:29]=3)[CH2:27][CH2:26][CH2:25][CH2:24]2)[N:8]2[CH2:35][CH2:34][N:4]([CH:1]3[CH2:2][CH2:3]3)[C:5](=[O:6])[C:7]=12)[C:15]1[CH:20]=[CH:19][CH:18]=[CH:17][CH:16]=1, predict the reactants needed to synthesize it. The reactants are: [CH:1]1([N:4]([CH2:34][CH2:35]O)[C:5]([C:7]2[C:12]([O:13][CH2:14][C:15]3[CH:20]=[CH:19][CH:18]=[CH:17][CH:16]=3)=[C:11]([OH:21])[N:10]=[C:9]([CH2:22][C:23]3([C:28]4[CH:33]=[CH:32][CH:31]=[CH:30][CH:29]=4)[CH2:27][CH2:26][CH2:25][CH2:24]3)[N:8]=2)=[O:6])[CH2:3][CH2:2]1.C1(P(C2C=CC=CC=2)C2C=CC=CC=2)C=CC=CC=1.N(C(OC(C)C)=O)=NC(OC(C)C)=O. (3) Given the product [Br:34][C:35]1[NH:39][C:38]([C:44]([O:46][CH3:47])=[O:45])=[C:37](/[CH:48]=[CH:12]/[O:13][CH3:14])[N:36]=1, predict the reactants needed to synthesize it. The reactants are: [K].C[Si]([N-][Si](C)(C)C)(C)C.[Cl-].[CH3:12][O:13][CH2:14][P+](C1C=CC=CC=1)(C1C=CC=CC=1)C1C=CC=CC=1.[Br:34][C:35]1[N:39](CC#CC)[C:38]([C:44]([O:46][CH3:47])=[O:45])=[C:37]([CH:48]=O)[N:36]=1.O. (4) Given the product [Br:12][C:13]1[C:21]2[C:20]([Cl:22])=[N:19][CH:18]=[N:17][C:16]=2[N:15]([S:8]([C:5]2[CH:6]=[CH:7][C:2]([CH3:1])=[CH:3][CH:4]=2)(=[O:10])=[O:9])[CH:14]=1, predict the reactants needed to synthesize it. The reactants are: [CH3:1][C:2]1[CH:7]=[CH:6][C:5]([S:8](Cl)(=[O:10])=[O:9])=[CH:4][CH:3]=1.[Br:12][C:13]1[C:21]2[C:20]([Cl:22])=[N:19][CH:18]=[N:17][C:16]=2[NH:15][CH:14]=1.[OH-].[Na+].